From a dataset of Forward reaction prediction with 1.9M reactions from USPTO patents (1976-2016). Predict the product of the given reaction. (1) Given the reactants [NH2:1][C:2]1[N:11]=[C:10]([CH3:12])[C:9]2[C:8](=[O:13])[CH2:7][CH:6]([C:14]3[C:19]([O:20]C)=[CH:18][CH:17]=[CH:16][C:15]=3[Cl:22])[CH2:5][C:4]=2[N:3]=1.NC1C=CC(S)=CC=1.[F-].[K+], predict the reaction product. The product is: [NH2:1][C:2]1[N:11]=[C:10]([CH3:12])[C:9]2[C:8](=[O:13])[CH2:7][CH:6]([C:14]3[C:19]([OH:20])=[CH:18][CH:17]=[CH:16][C:15]=3[Cl:22])[CH2:5][C:4]=2[N:3]=1. (2) Given the reactants [Cl:1][C:2]1[C:3]([C:10]([O:12][CH2:13][CH3:14])=[O:11])=[CH:4][N:5]([CH3:9])[C:6](=[O:8])[CH:7]=1.[Cl:15]N1C(=O)CCC1=O.CN(C=O)C, predict the reaction product. The product is: [Cl:1][C:2]1[C:3]([C:10]([O:12][CH2:13][CH3:14])=[O:11])=[CH:4][N:5]([CH3:9])[C:6](=[O:8])[C:7]=1[Cl:15]. (3) Given the reactants F[P-](F)(F)(F)(F)F.CN([C+](N(C)C)N1C2C(=NC=CC=2)[N+]([O-])=N1)C.[F:25][C:26]([F:59])([CH2:52][CH2:53][CH2:54][CH2:55][CH2:56][CH2:57][CH3:58])[CH2:27][CH2:28][CH2:29][CH2:30][CH2:31][CH2:32]/[CH:33]=[CH:34]/[C@H:35]([C:49]([O-])=[O:50])[C@@:36]([OH:48])([CH2:44][CH2:45][O:46][CH3:47])[C:37]([O:39][C:40]([CH3:43])([CH3:42])[CH3:41])=[O:38].C(C1(CCCCCC/C=C/[C@H](C([O-])=O)[C@@](O)(CCOC)C(OC(C)(C)C)=O)OCCO1)CCCCCC.[NH2:97][C@@H:98]([CH2:103][C:104]1[CH:109]=[CH:108][C:107]([O:110][CH2:111][CH2:112][CH2:113][CH3:114])=[CH:106][CH:105]=1)[C:99]([O:101][CH3:102])=[O:100], predict the reaction product. The product is: [CH2:111]([O:110][C:107]1[CH:106]=[CH:105][C:104]([CH2:103][C@H:98]([NH:97][C:49]([C@@H:35](/[CH:34]=[CH:33]/[CH2:32][CH2:31][CH2:30][CH2:29][CH2:28][CH2:27][C:26]([F:25])([F:59])[CH2:52][CH2:53][CH2:54][CH2:55][CH2:56][CH2:57][CH3:58])[C@@:36]([OH:48])([CH2:44][CH2:45][O:46][CH3:47])[C:37]([O:39][C:40]([CH3:43])([CH3:42])[CH3:41])=[O:38])=[O:50])[C:99]([O:101][CH3:102])=[O:100])=[CH:109][CH:108]=1)[C:112]#[C:113][CH3:114].